From a dataset of Catalyst prediction with 721,799 reactions and 888 catalyst types from USPTO. Predict which catalyst facilitates the given reaction. (1) Reactant: [CH2:1]([O:3][C:4](=[O:37])[N:5]([CH:12]([C:20]1[CH:25]=[CH:24][C:23]([O:26]CC2C=CC=CC=2)=[C:22]([O:34][CH2:35]C)[CH:21]=1)[CH2:13][C:14]1[CH:19]=[CH:18][CH:17]=[CH:16][CH:15]=1)CC(OC)OC)[CH3:2].[C:38](OCC)(=[O:40])C.CCCCCC. Product: [CH2:1]([O:3][C:4](=[O:37])[NH:5][CH:12]([C:20]1[CH:25]=[CH:24][C:23]([OH:26])=[C:22]([O:34][CH3:35])[CH:21]=1)[CH2:13][C:14]1[CH:15]=[CH:16][CH:17]=[C:18]([O:40][CH3:38])[CH:19]=1)[CH3:2]. The catalyst class is: 604. (2) The catalyst class is: 27. Reactant: [Br:1][C:2]1[C:3]([N:12]2[CH2:17][CH2:16][N:15]([CH2:18][C:19]3[CH:24]=[CH:23][C:22]([Cl:25])=[CH:21][CH:20]=3)[CH2:14][CH2:13]2)=[C:4]([N+:9]([O-])=O)[C:5]([NH2:8])=[N:6][CH:7]=1.CCO.[N:29]1([CH2:34][C:35]2[CH:42]=[CH:41][C:38]([CH:39]=O)=[CH:37][CH:36]=2)[CH:33]=[CH:32][CH:31]=[N:30]1.[O-]S(S([O-])=O)=O.[Na+].[Na+]. Product: [N:29]1([CH2:34][C:35]2[CH:42]=[CH:41][C:38]([C:39]3[NH:8][C:5]4=[N:6][CH:7]=[C:2]([Br:1])[C:3]([N:12]5[CH2:17][CH2:16][N:15]([CH2:18][C:19]6[CH:24]=[CH:23][C:22]([Cl:25])=[CH:21][CH:20]=6)[CH2:14][CH2:13]5)=[C:4]4[N:9]=3)=[CH:37][CH:36]=2)[CH:33]=[CH:32][CH:31]=[N:30]1. (3) Reactant: [Cl:1][C:2]1[CH:3]=[C:4]([CH2:8][CH:9]([NH:16][C:17]([NH:19][CH2:20][CH:21](Cl)C)=[O:18])[C:10]2[CH:15]=[CH:14][CH:13]=[CH:12][CH:11]=2)[CH:5]=[CH:6][CH:7]=1.N[C:25]1OCCN=1. Product: [CH3:25][CH:21]1[CH2:20][O:19][C:17]([NH:16][CH:9]([C:10]2[CH:11]=[CH:12][CH:13]=[CH:14][CH:15]=2)[CH2:8][C:4]2[CH:5]=[CH:6][CH:7]=[C:2]([Cl:1])[CH:3]=2)=[N:18]1. The catalyst class is: 12. (4) Reactant: [F:1][C:2]([F:24])([F:23])[C:3]1[CH:8]=[C:7]([N:9]2[CH2:14][CH2:13][CH:12]([NH:15]C(=O)OC(C)(C)C)[CH2:11][CH2:10]2)[CH:6]=[CH:5][N:4]=1.Cl. Product: [F:24][C:2]([F:1])([F:23])[C:3]1[CH:8]=[C:7]([N:9]2[CH2:10][CH2:11][CH:12]([NH2:15])[CH2:13][CH2:14]2)[CH:6]=[CH:5][N:4]=1. The catalyst class is: 4. (5) Reactant: C1(P(C2C=CC=CC=2)C2C=CC=CC=2)C=CC=CC=1.II.[Si:22]([O:29][C@H:30]([CH3:60])[C@@H:31]([NH:46][C:47]1[CH:52]=[CH:51][C:50]([C:53]#[N:54])=[C:49]([C:55]([F:58])([F:57])[F:56])[C:48]=1[CH3:59])[C:32]([NH:34][NH:35][C:36](=O)[C:37]1[CH:42]=[CH:41][C:40]([C:43]#[N:44])=[CH:39][CH:38]=1)=[O:33])([C:25]([CH3:28])([CH3:27])[CH3:26])([CH3:24])[CH3:23]. Product: [Si:22]([O:29][C@H:30]([CH3:60])[C@@H:31]([NH:46][C:47]1[CH:52]=[CH:51][C:50]([C:53]#[N:54])=[C:49]([C:55]([F:58])([F:56])[F:57])[C:48]=1[CH3:59])[C:32]1[O:33][C:36]([C:37]2[CH:42]=[CH:41][C:40]([C:43]#[N:44])=[CH:39][CH:38]=2)=[N:35][N:34]=1)([C:25]([CH3:26])([CH3:28])[CH3:27])([CH3:23])[CH3:24]. The catalyst class is: 2.